This data is from Reaction yield outcomes from USPTO patents with 853,638 reactions. The task is: Predict the reaction yield, written as a fraction of the theoretical maximum amount of product (1.0 means a 100% yield; for example, 0.34 means a 34% yield). (1) The reactants are [OH2:1].[OH-].[Li+].[Cl:4][C:5]1[CH:10]=[CH:9][C:8]([CH:11]2[C:15](=[O:16])[N:14]([C:17]([O:19][C:20]([CH3:23])([CH3:22])[CH3:21])=[O:18])[C:13]([CH3:25])([CH3:24])[CH2:12]2)=[CH:7][CH:6]=1. The catalyst is C1COCC1.CO.O. The product is [C:20]([O:19][C:17]([NH:14][C:13]([CH3:25])([CH3:24])[CH2:12][CH:11]([C:8]1[CH:9]=[CH:10][C:5]([Cl:4])=[CH:6][CH:7]=1)[C:15]([OH:1])=[O:16])=[O:18])([CH3:23])([CH3:22])[CH3:21]. The yield is 0.632. (2) The reactants are [Cl:1][C:2]1[C:10]([O:11][CH2:12][CH2:13][C:14]([F:17])([F:16])[F:15])=[C:9]([Cl:18])[CH:8]=[C:7]([F:19])[C:3]=1[C:4](O)=[O:5].S(Cl)([Cl:22])=O. The catalyst is C1(C)C=CC=CC=1.CN(C=O)C. The product is [Cl:1][C:2]1[C:10]([O:11][CH2:12][CH2:13][C:14]([F:17])([F:16])[F:15])=[C:9]([Cl:18])[CH:8]=[C:7]([F:19])[C:3]=1[C:4]([Cl:22])=[O:5]. The yield is 1.00. (3) The reactants are [OH:1][CH2:2][C@@H:3]1[CH2:5][C@:4]1([CH2:12][N:13]([CH3:23])[S:14]([C:17]1[CH:22]=[CH:21][CH:20]=[CH:19][CH:18]=1)(=[O:16])=[O:15])[C:6]1[CH:11]=[CH:10][CH:9]=[CH:8][CH:7]=1.CC(OI1(OC(C)=O)(OC(C)=O)OC(=O)C2C=CC=CC1=2)=O.[OH-].[Na+]. The catalyst is C(Cl)Cl.CC(O)(C)C.C(OCC)C. The product is [CH:2]([C@@H:3]1[CH2:5][C@:4]1([CH2:12][N:13]([CH3:23])[S:14]([C:17]1[CH:22]=[CH:21][CH:20]=[CH:19][CH:18]=1)(=[O:15])=[O:16])[C:6]1[CH:11]=[CH:10][CH:9]=[CH:8][CH:7]=1)=[O:1]. The yield is 0.690. (4) The reactants are [N+:1]([C:4]1[CH:9]=[CH:8][C:7]([CH2:10][CH2:11][C:12]([O:14][CH3:15])=[O:13])=[CH:6][CH:5]=1)([O-])=O. The product is [NH2:1][C:4]1[CH:5]=[CH:6][C:7]([CH2:10][CH2:11][C:12]([O:14][CH3:15])=[O:13])=[CH:8][CH:9]=1. The yield is 0.910. The catalyst is CO.[Pd].